Dataset: Forward reaction prediction with 1.9M reactions from USPTO patents (1976-2016). Task: Predict the product of the given reaction. (1) The product is: [ClH:17].[CH2:1]([C:3]1[CH:8]=[N:7][C:6]([C:9]#[C:10][C:11]2[CH:16]=[CH:15][CH:14]=[CH:13][CH:12]=2)=[N:5][CH:4]=1)[CH3:2]. Given the reactants [CH2:1]([C:3]1[CH:4]=[N:5][C:6]([C:9]#[C:10][C:11]2[CH:16]=[CH:15][CH:14]=[CH:13][CH:12]=2)=[N:7][CH:8]=1)[CH3:2].[ClH:17], predict the reaction product. (2) Given the reactants [OH-].[Na+].C[O:4][C:5](=O)[C:6]1[CH:11]=[CH:10][CH:9]=[C:8]([C:12]2[O:13][C:14]([C:17]3[CH:22]=[CH:21][CH:20]=[CH:19][C:18]=3[Cl:23])=[N:15][N:16]=2)[CH:7]=1.Cl.F[B-](F)(F)F.N1(OC(N(C)C)=[N+](C)C)C2C=CC=CC=2N=N1.ClC1C=CC=CC=1C1OC(C2C=C(C=CC=2)C(O)=O)=NN=1.C(N(C(C)C)CC)(C)C.[C:78]([O:82][C:83]([N:85]([CH2:93][C:94]1[CH:95]=[C:96]([CH:100]2[CH2:105][CH2:104][NH:103][CH2:102][CH2:101]2)[CH:97]=[CH:98][CH:99]=1)[C:86]([O:88][C:89]([CH3:92])([CH3:91])[CH3:90])=[O:87])=[O:84])([CH3:81])([CH3:80])[CH3:79], predict the reaction product. The product is: [C:89]([O:88][C:86]([N:85]([CH2:93][C:94]1[CH:95]=[C:96]([CH:100]2[CH2:101][CH2:102][N:103]([C:5]([C:6]3[CH:11]=[CH:10][CH:9]=[C:8]([C:12]4[O:13][C:14]([C:17]5[CH:22]=[CH:21][CH:20]=[CH:19][C:18]=5[Cl:23])=[N:15][N:16]=4)[CH:7]=3)=[O:4])[CH2:104][CH2:105]2)[CH:97]=[CH:98][CH:99]=1)[C:83]([O:82][C:78]([CH3:79])([CH3:80])[CH3:81])=[O:84])=[O:87])([CH3:92])([CH3:91])[CH3:90]. (3) Given the reactants [CH:1]([NH:4][S:5]([C:8]1[CH:13]=[CH:12][CH:11]=[CH:10][C:9]=1[N+:14]([O-:16])=[O:15])(=[O:7])=[O:6])([CH3:3])[CH3:2].[H-].[Na+].Br[CH2:20][CH2:21][CH2:22][N:23]1[C:27](=[O:28])[C:26]2=[CH:29][CH:30]=[CH:31][CH:32]=[C:25]2[C:24]1=[O:33], predict the reaction product. The product is: [O:33]=[C:24]1[C:25]2[C:26](=[CH:29][CH:30]=[CH:31][CH:32]=2)[C:27](=[O:28])[N:23]1[CH2:22][CH2:21][CH2:20][N:4]([CH:1]([CH3:3])[CH3:2])[S:5]([C:8]1[CH:13]=[CH:12][CH:11]=[CH:10][C:9]=1[N+:14]([O-:16])=[O:15])(=[O:7])=[O:6]. (4) Given the reactants [C:1]([NH:4][C:5]1[CH:10]=[C:9]([C:11]2[O:12][C:13]([C:25]3[CH:30]=[CH:29][CH:28]=[CH:27][C:26]=3[Cl:31])=[C:14]([C:16]([NH:18][CH2:19][CH:20]([O:23]C)OC)=O)[N:15]=2)[C:8]([CH3:32])=[CH:7][N:6]=1)(=[O:3])[CH3:2].CS(O)(=O)=O.O=P12OP3(OP(OP(O3)(O1)=O)(=O)O2)=O, predict the reaction product. The product is: [Cl:31][C:26]1[CH:27]=[CH:28][CH:29]=[CH:30][C:25]=1[C:13]1[O:12][C:11]([C:9]2[C:8]([CH3:32])=[CH:7][N:6]=[C:5]([NH:4][C:1](=[O:3])[CH3:2])[CH:10]=2)=[N:15][C:14]=1[C:16]1[O:23][CH:20]=[CH:19][N:18]=1. (5) Given the reactants Br[C:2]1[CH:16]=[CH:15][C:5]([CH2:6][O:7][Si:8]([C:11]([CH3:14])([CH3:13])[CH3:12])([CH3:10])[CH3:9])=[CH:4][CH:3]=1.II.[O:19]1[CH:21]([CH3:22])[CH2:20]1.[NH4+].[Cl-], predict the reaction product. The product is: [Si:8]([O:7][CH2:6][C:5]1[CH:15]=[CH:16][C:2]([CH2:20][CH:21]([OH:19])[CH3:22])=[CH:3][CH:4]=1)([C:11]([CH3:14])([CH3:13])[CH3:12])([CH3:10])[CH3:9]. (6) Given the reactants [Br:1][C:2]1[CH:7]=[CH:6][C:5](/[CH:8]=[CH:9]/[C:10]2[NH:11][CH:12]=[C:13]([C:15]3[CH:20]=[CH:19][C:18]([Cl:21])=[CH:17][C:16]=3[Cl:22])[N:14]=2)=[CH:4][CH:3]=1.C[CH:24](Br)[C:25]1[CH:30]=[CH:29][C:28]([N+:31]([O-:33])=[O:32])=[CH:27][CH:26]=1, predict the reaction product. The product is: [Br:1][C:2]1[CH:7]=[CH:6][C:5](/[CH:8]=[CH:9]/[C:10]2[N:11]([CH2:24][C:25]3[CH:30]=[CH:29][C:28]([N+:31]([O-:33])=[O:32])=[CH:27][CH:26]=3)[CH:12]=[C:13]([C:15]3[CH:20]=[CH:19][C:18]([Cl:21])=[CH:17][C:16]=3[Cl:22])[N:14]=2)=[CH:4][CH:3]=1. (7) Given the reactants [CH3:1][N:2]([CH2:18][C:19]([OH:21])=O)[NH:3][C:4](=[O:17])[NH:5][CH2:6][C:7]1[C:16]2[C:11](=[CH:12][CH:13]=[CH:14][CH:15]=2)[CH:10]=[CH:9][CH:8]=1.[NH2:22][C@@H:23]([CH3:47])[C:24]([N:26]([C@@H:38]([CH3:46])[CH:39]([O:43][CH2:44][CH3:45])[O:40][CH2:41][CH3:42])[CH2:27][C:28]1[CH:29]=[CH:30][CH:31]=[C:32]2[C:37]=1[N:36]=[CH:35][CH:34]=[CH:33]2)=[O:25], predict the reaction product. The product is: [CH2:41]([O:40][CH:39]([O:43][CH2:44][CH3:45])[C@@H:38]([N:26]([CH2:27][C:28]1[CH:29]=[CH:30][CH:31]=[C:32]2[C:37]=1[N:36]=[CH:35][CH:34]=[CH:33]2)[C:24](=[O:25])[C@@H:23]([NH:22][C:19](=[O:21])[CH2:18][N:2]([CH3:1])[NH:3][C:4]([NH:5][CH2:6][C:7]1[C:16]2[C:11](=[CH:12][CH:13]=[CH:14][CH:15]=2)[CH:10]=[CH:9][CH:8]=1)=[O:17])[CH3:47])[CH3:46])[CH3:42]. (8) Given the reactants C1([O:6][C:7]2[CH:8]=[C:9]([N:15]([CH2:25][C:26]3[CH:27]=[N:28][CH:29]=[CH:30][CH:31]=3)[C:16]3[CH:17]=[C:18]([CH:22]=[CH:23][CH:24]=3)[C:19]([OH:21])=[O:20])[CH:10]=[CH:11][C:12]=2[O:13][CH3:14])CCCC1.[Al+3].[Cl-].[Cl-].[Cl-], predict the reaction product. The product is: [OH:6][C:7]1[CH:8]=[C:9]([N:15]([CH2:25][C:26]2[CH:27]=[N:28][CH:29]=[CH:30][CH:31]=2)[C:16]2[CH:17]=[C:18]([CH:22]=[CH:23][CH:24]=2)[C:19]([OH:21])=[O:20])[CH:10]=[CH:11][C:12]=1[O:13][CH3:14].